Task: Regression. Given a peptide amino acid sequence and an MHC pseudo amino acid sequence, predict their binding affinity value. This is MHC class II binding data.. Dataset: Peptide-MHC class II binding affinity with 134,281 pairs from IEDB (1) The binding affinity (normalized) is 0.238. The MHC is DRB1_0801 with pseudo-sequence DRB1_0801. The peptide sequence is VLTLGAAMVEIALGGKK. (2) The peptide sequence is VDSGAQLGELYYAIH. The MHC is HLA-DQA10501-DQB10301 with pseudo-sequence HLA-DQA10501-DQB10301. The binding affinity (normalized) is 0.510. (3) The peptide sequence is TNFKYNYSVIEGGPI. The binding affinity (normalized) is 0.153. The MHC is DRB1_0802 with pseudo-sequence DRB1_0802.